From a dataset of Full USPTO retrosynthesis dataset with 1.9M reactions from patents (1976-2016). Predict the reactants needed to synthesize the given product. (1) Given the product [CH3:1][O:2][C:3](=[O:18])[C:4]([C:16]#[N:17])([CH3:29])[CH:5]([C:22]1[CH:23]=[CH:24][CH:25]=[CH:26][C:21]=1[O:20][CH3:19])[C:6]1[C:15]2[C:10](=[CH:11][CH:12]=[CH:13][CH:14]=2)[CH:9]=[CH:8][CH:7]=1, predict the reactants needed to synthesize it. The reactants are: [CH3:1][O:2][C:3](=[O:18])[C:4]([C:16]#[N:17])=[CH:5][C:6]1[C:15]2[C:10](=[CH:11][CH:12]=[CH:13][CH:14]=2)[CH:9]=[CH:8][CH:7]=1.[CH3:19][O:20][C:21]1[CH:26]=[CH:25][CH:24]=[CH:23][C:22]=1[Mg]Br.[CH3:29]I.Cl. (2) Given the product [C:1]([C:3]1[NH:20][C:6]2[CH:7]([C:14]([O:16][CH:17]([CH3:18])[CH3:19])=[O:15])[CH2:8][N:9]([C:27](=[O:28])[C:26]3[CH:30]=[CH:31][C:23]([C:21]#[N:22])=[CH:24][CH:25]=3)[CH2:10][C:11]([CH3:13])([CH3:12])[C:5]=2[CH:4]=1)#[N:2], predict the reactants needed to synthesize it. The reactants are: [C:1]([C:3]1[NH:20][C:6]2[CH:7]([C:14]([O:16][CH:17]([CH3:19])[CH3:18])=[O:15])[CH2:8][NH:9][CH2:10][C:11]([CH3:13])([CH3:12])[C:5]=2[CH:4]=1)#[N:2].[C:21]([C:23]1[CH:31]=[CH:30][C:26]([C:27](Cl)=[O:28])=[CH:25][CH:24]=1)#[N:22]. (3) Given the product [Br:29][CH2:1][C:2]1[C:10]2[C:5](=[CH:6][CH:7]=[C:8]([C:11]([F:12])([F:14])[F:13])[CH:9]=2)[N:4]([C:15]([O:17][C:18]([CH3:21])([CH3:20])[CH3:19])=[O:16])[N:3]=1, predict the reactants needed to synthesize it. The reactants are: [CH3:1][C:2]1[C:10]2[C:5](=[CH:6][CH:7]=[C:8]([C:11]([F:14])([F:13])[F:12])[CH:9]=2)[N:4]([C:15]([O:17][C:18]([CH3:21])([CH3:20])[CH3:19])=[O:16])[N:3]=1.C1C(=O)N([Br:29])C(=O)C1.CC(N=NC(C#N)(C)C)(C#N)C.